From a dataset of Forward reaction prediction with 1.9M reactions from USPTO patents (1976-2016). Predict the product of the given reaction. (1) Given the reactants Br[CH:2]([C:11]([C:13]1[S:14][C:15]([Cl:18])=[CH:16][CH:17]=1)=[O:12])[CH2:3][CH2:4][CH2:5][C:6]([O:8][CH2:9][CH3:10])=[O:7].C([O-])=[O:20].[Na+].CO, predict the reaction product. The product is: [Cl:18][C:15]1[S:14][C:13]([C:11](=[O:12])[CH:2]([OH:20])[CH2:3][CH2:4][CH2:5][C:6]([O:8][CH2:9][CH3:10])=[O:7])=[CH:17][CH:16]=1. (2) Given the reactants [NH2:1][C:2]1[CH:3]=[C:4]([CH:10]=[CH:11][C:12]=1[CH3:13])[C:5]([NH:7][O:8][CH3:9])=[O:6].N([O-])=O.[Na+].[Sn](Cl)Cl.[C:21]([C:29](=[CH:32][NH:33]C1C=CC=CC=1)[C:30]#[N:31])(=[O:28])[C:22]1[CH:27]=[CH:26][CH:25]=[CH:24][CH:23]=1, predict the reaction product. The product is: [NH2:33][C:32]1[N:1]([C:2]2[CH:3]=[C:4]([CH:10]=[CH:11][C:12]=2[CH3:13])[C:5]([NH:7][O:8][CH3:9])=[O:6])[N:31]=[CH:30][C:29]=1[C:21](=[O:28])[C:22]1[CH:27]=[CH:26][CH:25]=[CH:24][CH:23]=1. (3) Given the reactants [CH2:1]([C:3]([C:25]1[CH:30]=[CH:29][C:28](OS(C(F)(F)F)(=O)=O)=[C:27]([CH3:39])[CH:26]=1)([C:6]1[CH:11]=[CH:10][C:9](/[CH:12]=[CH:13]/[C:14]([OH:23])([C:19]([F:22])([F:21])[F:20])[C:15]([F:18])([F:17])[F:16])=[C:8]([CH3:24])[CH:7]=1)[CH2:4][CH3:5])[CH3:2].CCN(CC)CC.[CH3:47][O:48][C:49](=[O:54])[CH2:50][CH2:51][C:52]#[CH:53].C(OCC)(=O)C, predict the reaction product. The product is: [CH3:47][O:48][C:49](=[O:54])[CH2:50][CH2:51][C:52]#[C:53][C:28]1[CH:29]=[CH:30][C:25]([C:3]([CH2:4][CH3:5])([C:6]2[CH:11]=[CH:10][C:9](/[CH:12]=[CH:13]/[C:14]([OH:23])([C:19]([F:21])([F:22])[F:20])[C:15]([F:18])([F:17])[F:16])=[C:8]([CH3:24])[CH:7]=2)[CH2:1][CH3:2])=[CH:26][C:27]=1[CH3:39]. (4) Given the reactants [C:1]12([CH2:11][NH:12][C:13]([C:15]3[C:20]([Cl:21])=[CH:19][N:18]=[C:17]([N:22](CCO)[CH2:23][CH2:24][NH:25][C:26](=O)OC(C)(C)C)[CH:16]=3)=[O:14])[CH2:10][CH:5]3[CH2:6][CH:7]([CH2:9][CH:3]([CH2:4]3)[CH2:2]1)[CH2:8]2.[O:36]1CCOC[CH2:37]1, predict the reaction product. The product is: [ClH:21].[ClH:21].[C:1]12([CH2:11][NH:12][C:13](=[O:14])[C:15]3[C:20]([Cl:21])=[CH:19][N:18]=[C:17]([NH:22][CH2:23][CH2:24][NH:25][CH2:26][CH2:37][OH:36])[CH:16]=3)[CH2:2][CH:3]3[CH2:9][CH:7]([CH2:6][CH:5]([CH2:4]3)[CH2:10]1)[CH2:8]2. (5) The product is: [O:9]1[CH2:14][CH2:13][CH2:12][CH2:11][CH:10]1[O:1][CH2:2][C@H:3]1[CH2:7][S:6][C:5](=[O:8])[NH:4]1. Given the reactants [OH:1][CH2:2][C@H:3]1[CH2:7][S:6][C:5](=[O:8])[NH:4]1.[O:9]1[CH:14]=[CH:13][CH2:12][CH2:11][CH2:10]1.C(N(CC)CC)C, predict the reaction product. (6) Given the reactants [C:1]([O:5][C:6](=[O:19])[NH:7][CH2:8][C:9]([N:11]1[CH2:15][CH2:14][CH2:13][CH:12]1[C:16](=O)[NH2:17])=[O:10])([CH3:4])([CH3:3])[CH3:2].N1C=CN=C1.P(Cl)(Cl)(Cl)=O, predict the reaction product. The product is: [C:1]([O:5][C:6](=[O:19])[NH:7][CH2:8][C:9]([N:11]1[CH2:15][CH2:14][CH2:13][CH:12]1[C:16]#[N:17])=[O:10])([CH3:4])([CH3:2])[CH3:3].